Dataset: Full USPTO retrosynthesis dataset with 1.9M reactions from patents (1976-2016). Task: Predict the reactants needed to synthesize the given product. (1) The reactants are: [CH:1]([N:4]1[CH2:9][CH2:8][CH:7]([O:10][C:11]2[CH:12]=[CH:13][C:14]3[O:18][C:17]([C:19]([OH:21])=O)=[CH:16][C:15]=3[CH:22]=2)[CH2:6][CH2:5]1)([CH3:3])[CH3:2].[CH:23]([N:26]1[CH2:31][CH2:30][NH:29][CH2:28][CH2:27]1)([CH3:25])[CH3:24].F[P-](F)(F)(F)(F)F.N1(O[P+](N(C)C)(N(C)C)N(C)C)C2C=CC=CC=2N=N1.C(N(C(C)C)C(C)C)C. Given the product [CH:23]([N:26]1[CH2:31][CH2:30][N:29]([C:19]([C:17]2[O:18][C:14]3[CH:13]=[CH:12][C:11]([O:10][CH:7]4[CH2:6][CH2:5][N:4]([CH:1]([CH3:2])[CH3:3])[CH2:9][CH2:8]4)=[CH:22][C:15]=3[CH:16]=2)=[O:21])[CH2:28][CH2:27]1)([CH3:25])[CH3:24], predict the reactants needed to synthesize it. (2) Given the product [Cl:1][C:2]1[CH:3]=[C:4]([C:25]2[C:26]([CH3:40])=[CH:27][C:28]([O:31][CH2:32][C:33]3([C:36]([OH:38])=[O:37])[CH2:35][CH2:34]3)=[N:29][CH:30]=2)[CH:5]=[CH:6][C:7]=1[C:8]1[N:9]([CH2:17][O:18][CH2:19][CH2:20][Si:21]([CH3:24])([CH3:23])[CH3:22])[CH:10]=[C:11]([C:13]([F:16])([F:14])[F:15])[N:12]=1, predict the reactants needed to synthesize it. The reactants are: [Cl:1][C:2]1[CH:3]=[C:4]([C:25]2[C:26]([CH3:40])=[CH:27][C:28]([O:31][CH2:32][C:33]3([C:36]([O:38]C)=[O:37])[CH2:35][CH2:34]3)=[N:29][CH:30]=2)[CH:5]=[CH:6][C:7]=1[C:8]1[N:9]([CH2:17][O:18][CH2:19][CH2:20][Si:21]([CH3:24])([CH3:23])[CH3:22])[CH:10]=[C:11]([C:13]([F:16])([F:15])[F:14])[N:12]=1.[OH-].[Na+]. (3) Given the product [F:1][C:2]1[CH:22]=[C:21]([S:23]([CH3:26])(=[O:25])=[O:24])[C:20]([F:27])=[CH:19][C:3]=1[O:4][CH:5]1[CH2:9][CH2:8][N:7]([CH:10]2[CH2:11][CH2:12][N:13]([C:16]3[O:28][N:29]=[C:30]([CH:31]([CH3:33])[CH3:32])[N:17]=3)[CH2:14][CH2:15]2)[C:6]1=[O:18], predict the reactants needed to synthesize it. The reactants are: [F:1][C:2]1[CH:22]=[C:21]([S:23]([CH3:26])(=[O:25])=[O:24])[C:20]([F:27])=[CH:19][C:3]=1[O:4][CH:5]1[CH2:9][CH2:8][N:7]([CH:10]2[CH2:15][CH2:14][N:13]([C:16]#[N:17])[CH2:12][CH2:11]2)[C:6]1=[O:18].[OH:28][NH:29][C:30](=N)[CH:31]([CH3:33])[CH3:32]. (4) Given the product [Cl:1][C:2]1[CH:3]=[C:4]([O:12][C:13]2[CH:18]=[CH:17][C:16]([CH2:19][CH2:20][OH:30])=[CH:15][CH:14]=2)[CH:5]=[C:6]([C:8]([F:10])([F:11])[F:9])[CH:7]=1, predict the reactants needed to synthesize it. The reactants are: [Cl:1][C:2]1[CH:7]=[C:6]([C:8]([F:11])([F:10])[F:9])[CH:5]=[C:4]([O:12][C:13]2[CH:18]=[CH:17][C:16]([CH:19]=[CH2:20])=[CH:15][CH:14]=2)[CH:3]=1.B1C2CCCC1CCC2.[OH-:30].[Na+].OO. (5) Given the product [Na+:51].[C:37]([C:34]1[CH:35]=[CH:36][C:31]([CH2:30][NH:29][C:28]([C:12]2[N:11]([CH:40]([CH3:42])[CH3:41])[C:10]([CH2:9][CH2:8][C@@H:7]([OH:43])[CH2:6][C@@H:5]([OH:44])[CH2:4][C:3]([O-:45])=[O:2])=[C:14]([C:15]3[CH:20]=[CH:19][C:18]([F:21])=[CH:17][CH:16]=3)[C:13]=2[C:22]2[CH:27]=[CH:26][CH:25]=[CH:24][CH:23]=2)=[O:39])=[CH:32][CH:33]=1)#[N:38], predict the reactants needed to synthesize it. The reactants are: C[O:2][C:3](=[O:45])[CH2:4][C@H:5]([OH:44])[CH2:6][C@H:7]([OH:43])[CH2:8][CH2:9][C:10]1[N:11]([CH:40]([CH3:42])[CH3:41])[C:12]([C:28](=[O:39])[NH:29][CH2:30][C:31]2[CH:36]=[CH:35][C:34]([C:37]#[N:38])=[CH:33][CH:32]=2)=[C:13]([C:22]2[CH:27]=[CH:26][CH:25]=[CH:24][CH:23]=2)[C:14]=1[C:15]1[CH:20]=[CH:19][C:18]([F:21])=[CH:17][CH:16]=1.C(O)C.O.[OH-].[Na+:51].